Dataset: Full USPTO retrosynthesis dataset with 1.9M reactions from patents (1976-2016). Task: Predict the reactants needed to synthesize the given product. (1) The reactants are: [F:1][C:2]([F:21])([F:20])[C:3]([N:5]1[CH2:11][CH2:10][C:9]2[CH:12]=[C:13]([OH:19])[C:14]([N+:16]([O-:18])=[O:17])=[CH:15][C:8]=2[CH2:7][CH2:6]1)=[O:4].C(=O)([O-])[O-].[K+].[K+].[CH2:28](Br)[C:29]1[CH:34]=[CH:33][CH:32]=[CH:31][CH:30]=1. Given the product [CH2:28]([O:19][C:13]1[C:14]([N+:16]([O-:18])=[O:17])=[CH:15][C:8]2[CH2:7][CH2:6][N:5]([C:3](=[O:4])[C:2]([F:1])([F:20])[F:21])[CH2:11][CH2:10][C:9]=2[CH:12]=1)[C:29]1[CH:34]=[CH:33][CH:32]=[CH:31][CH:30]=1, predict the reactants needed to synthesize it. (2) The reactants are: [F:1][C:2]1[CH:12]=[CH:11][CH:10]=[C:9]([F:13])[C:3]=1[C:4]([N:6]=[C:7]=[O:8])=[O:5].[Cl:14][C:15]1[CH:16]=[C:17]([CH:20]=[C:21]([Cl:30])[C:22]=1[S:23][C:24]([F:29])([F:28])[CH:25]([F:27])[F:26])[NH:18][CH3:19].CCCCCC. Given the product [Cl:14][C:15]1[CH:16]=[C:17]([N:18]([CH3:19])[C:7]([NH:6][C:4](=[O:5])[C:3]2[C:2]([F:1])=[CH:12][CH:11]=[CH:10][C:9]=2[F:13])=[O:8])[CH:20]=[C:21]([Cl:30])[C:22]=1[S:23][C:24]([F:28])([F:29])[CH:25]([F:26])[F:27], predict the reactants needed to synthesize it.